From a dataset of Full USPTO retrosynthesis dataset with 1.9M reactions from patents (1976-2016). Predict the reactants needed to synthesize the given product. (1) Given the product [ClH:26].[ClH:26].[C:1]12([CH2:11][C:12]([NH:14][C:15]3[C:24]([CH3:25])=[CH:23][CH:22]=[C:21]4[C:16]=3[CH:17]=[CH:18][C:19]([N:36]3[CH2:37][CH2:38][C@@H:34]([NH2:33])[CH2:35]3)=[N:20]4)=[O:13])[CH2:10][CH:5]3[CH2:6][CH:7]([CH2:9][CH:3]([CH2:4]3)[CH2:2]1)[CH2:8]2, predict the reactants needed to synthesize it. The reactants are: [C:1]12([CH2:11][C:12]([NH:14][C:15]3[C:24]([CH3:25])=[CH:23][CH:22]=[C:21]4[C:16]=3[CH:17]=[CH:18][C:19]([Cl:26])=[N:20]4)=[O:13])[CH2:10][CH:5]3[CH2:6][CH:7]([CH2:9][CH:3]([CH2:4]3)[CH2:2]1)[CH2:8]2.C(=O)([O-])[O-].[K+].[K+].[NH2:33][C@@H:34]1[CH2:38][CH2:37][N:36](C=O)[CH2:35]1. (2) Given the product [Cl:28][C:24]1[CH:23]=[C:22]([NH:21][C:20](=[O:29])[C:17]2[CH:18]=[CH:19][C:14]([N:11]3[CH2:10][CH2:9][NH:8][CH2:13][CH2:12]3)=[N:15][CH:16]=2)[CH:27]=[CH:26][CH:25]=1, predict the reactants needed to synthesize it. The reactants are: C(OC([N:8]1[CH2:13][CH2:12][N:11]([C:14]2[CH:19]=[CH:18][C:17]([C:20](=[O:29])[NH:21][C:22]3[CH:27]=[CH:26][CH:25]=[C:24]([Cl:28])[CH:23]=3)=[CH:16][N:15]=2)[CH2:10][CH2:9]1)=O)(C)(C)C.Cl. (3) Given the product [C:7]([C:6]1[C:2]([CH3:1])=[N:3][N:4]([C:23]([O:22][C:19]([CH3:21])([CH3:20])[CH3:18])=[O:24])[CH:5]=1)#[N:8], predict the reactants needed to synthesize it. The reactants are: [CH3:1][C:2]1[C:6]([C:7]#[N:8])=[CH:5][NH:4][N:3]=1.CCN(C(C)C)C(C)C.[CH3:18][C:19]([O:22][C:23](O[C:23]([O:22][C:19]([CH3:21])([CH3:20])[CH3:18])=[O:24])=[O:24])([CH3:21])[CH3:20]. (4) Given the product [NH2:12][C:10]1[N:11]=[C:6]([C:2]2[O:1][CH:5]=[CH:4][CH:3]=2)[C:7]2[N:15]=[N:14][N:13]([CH2:17][C:18]([C:20]3[CH:25]=[CH:24][CH:23]=[CH:22][CH:21]=3)=[O:19])[C:8]=2[N:9]=1, predict the reactants needed to synthesize it. The reactants are: [O:1]1[CH:5]=[CH:4][CH:3]=[C:2]1[C:6]1[C:7]2[NH:15][N:14]=[N:13][C:8]=2[N:9]=[C:10]([NH2:12])[N:11]=1.Br[CH2:17][C:18]([C:20]1[CH:25]=[CH:24][CH:23]=[CH:22][CH:21]=1)=[O:19].C(N(CC)CC)C.